Dataset: NCI-60 drug combinations with 297,098 pairs across 59 cell lines. Task: Regression. Given two drug SMILES strings and cell line genomic features, predict the synergy score measuring deviation from expected non-interaction effect. (1) Drug 1: COC1=C(C=C2C(=C1)N=CN=C2NC3=CC(=C(C=C3)F)Cl)OCCCN4CCOCC4. Drug 2: CN(C)C1=NC(=NC(=N1)N(C)C)N(C)C. Cell line: BT-549. Synergy scores: CSS=10.9, Synergy_ZIP=0.683, Synergy_Bliss=4.43, Synergy_Loewe=-37.2, Synergy_HSA=-0.527. (2) Drug 1: C1=CC(=C2C(=C1NCCNCCO)C(=O)C3=C(C=CC(=C3C2=O)O)O)NCCNCCO. Drug 2: B(C(CC(C)C)NC(=O)C(CC1=CC=CC=C1)NC(=O)C2=NC=CN=C2)(O)O. Cell line: SK-MEL-2. Synergy scores: CSS=42.6, Synergy_ZIP=0.792, Synergy_Bliss=2.61, Synergy_Loewe=4.18, Synergy_HSA=4.40. (3) Drug 1: C1C(C(OC1N2C=NC(=NC2=O)N)CO)O. Drug 2: C(CCl)NC(=O)N(CCCl)N=O. Cell line: BT-549. Synergy scores: CSS=18.1, Synergy_ZIP=-7.16, Synergy_Bliss=-4.22, Synergy_Loewe=0.201, Synergy_HSA=0.541. (4) Drug 1: CCCS(=O)(=O)NC1=C(C(=C(C=C1)F)C(=O)C2=CNC3=C2C=C(C=N3)C4=CC=C(C=C4)Cl)F. Drug 2: C1CN(CCN1C(=O)CCBr)C(=O)CCBr. Cell line: COLO 205. Synergy scores: CSS=46.3, Synergy_ZIP=-5.80, Synergy_Bliss=0.733, Synergy_Loewe=-9.14, Synergy_HSA=1.62. (5) Cell line: MCF7. Drug 2: CC1=C(C(=CC=C1)Cl)NC(=O)C2=CN=C(S2)NC3=CC(=NC(=N3)C)N4CCN(CC4)CCO. Synergy scores: CSS=37.1, Synergy_ZIP=6.75, Synergy_Bliss=8.18, Synergy_Loewe=-2.56, Synergy_HSA=2.90. Drug 1: C1=CC(=C2C(=C1NCCNCCO)C(=O)C3=C(C=CC(=C3C2=O)O)O)NCCNCCO. (6) Drug 1: CC1C(C(CC(O1)OC2CC(CC3=C2C(=C4C(=C3O)C(=O)C5=C(C4=O)C(=CC=C5)OC)O)(C(=O)C)O)N)O.Cl. Drug 2: C1CNP(=O)(OC1)N(CCCl)CCCl. Cell line: SK-MEL-5. Synergy scores: CSS=30.2, Synergy_ZIP=-2.48, Synergy_Bliss=1.32, Synergy_Loewe=-11.1, Synergy_HSA=-1.62.